Task: Predict the reaction yield, written as a fraction of the theoretical maximum amount of product (1.0 means a 100% yield; for example, 0.34 means a 34% yield).. Dataset: Reaction yield outcomes from USPTO patents with 853,638 reactions (1) The reactants are [CH3:1][O:2][C:3](=[O:40])[C@@H:4]([NH:24][C:25]([N:27]1[CH2:30][CH:29]([O:31][C:32](=[O:39])[C:33]2[CH:38]=[CH:37][CH:36]=[CH:35][CH:34]=2)[CH2:28]1)=[S:26])[CH2:5][O:6][Si](C(C)(C)C)(C1C=CC=CC=1)C1C=CC=CC=1.[F-].C([N+](CCCC)(CCCC)CCCC)CCC. The catalyst is O1CCCC1. The product is [CH3:1][O:2][C:3](=[O:40])[C@@H:4]([NH:24][C:25]([N:27]1[CH2:28][CH:29]([O:31][C:32](=[O:39])[C:33]2[CH:38]=[CH:37][CH:36]=[CH:35][CH:34]=2)[CH2:30]1)=[S:26])[CH2:5][OH:6]. The yield is 0.920. (2) The reactants are C1C=C[NH+]=CC=1.[O-][Cr](Cl)(=O)=O.[CH2:12]([O:23][C:24]1[CH:25]=[C:26]([CH:29]=[CH:30][CH:31]=1)[CH2:27][OH:28])[CH2:13][CH2:14]/[CH:15]=[CH:16]\[CH2:17][CH2:18][CH2:19][CH2:20][CH2:21][CH3:22]. The catalyst is C(Cl)Cl. The product is [CH2:12]([O:23][C:24]1[CH:25]=[C:26]([CH:29]=[CH:30][CH:31]=1)[CH:27]=[O:28])[CH2:13][CH2:14]/[CH:15]=[CH:16]\[CH2:17][CH2:18][CH2:19][CH2:20][CH2:21][CH3:22]. The yield is 0.990.